From a dataset of Catalyst prediction with 721,799 reactions and 888 catalyst types from USPTO. Predict which catalyst facilitates the given reaction. (1) Reactant: [Br:1][C:2]1[CH:3]=[C:4]([S:15][C:16]2[CH:17]=[C:18]([CH:22]=[CH:23][CH:24]=2)[C:19]([NH2:21])=O)[C:5]([NH:8][C:9]2[S:10][CH:11]=[C:12]([CH3:14])[N:13]=2)=[N:6][CH:7]=1.O=P(Cl)(Cl)Cl.C([O-])(O)=O.[Na+]. Product: [Br:1][C:2]1[CH:3]=[C:4]([S:15][C:16]2[CH:17]=[C:18]([CH:22]=[CH:23][CH:24]=2)[C:19]#[N:21])[C:5]([NH:8][C:9]2[S:10][CH:11]=[C:12]([CH3:14])[N:13]=2)=[N:6][CH:7]=1. The catalyst class is: 10. (2) Reactant: Cl[CH2:2][CH2:3][CH2:4][O:5][C:6]1[CH:11]=[CH:10][C:9]([C:12]2[S:13][C:14]3[CH2:15][N:16]([C:21](=[O:26])[C:22]([F:25])([F:24])[F:23])[CH2:17][CH2:18][C:19]=3[N:20]=2)=[CH:8][CH:7]=1.[CH3:27][CH:28]1[CH2:32][CH2:31][CH2:30][NH:29]1.C(=O)([O-])[O-].[K+].[K+].[I-].[Na+]. Product: [CH3:27][CH:28]1[CH2:32][CH2:31][CH2:30][N:29]1[CH2:2][CH2:3][CH2:4][O:5][C:6]1[CH:11]=[CH:10][C:9]([C:12]2[S:13][C:14]3[CH2:15][N:16]([C:21](=[O:26])[C:22]([F:25])([F:24])[F:23])[CH2:17][CH2:18][C:19]=3[N:20]=2)=[CH:8][CH:7]=1. The catalyst class is: 10. (3) Reactant: [CH3:1][Si:2]([CH3:15])([CH3:14])[CH2:3][CH2:4][O:5][CH2:6][N:7]1[CH:11]=[CH:10][N:9]=[C:8]1[CH:12]=O.[NH2:16]O.FC(F)(F)C(OC(=O)C(F)(F)F)=O. Product: [CH3:1][Si:2]([CH3:15])([CH3:14])[CH2:3][CH2:4][O:5][CH2:6][N:7]1[CH:11]=[CH:10][N:9]=[C:8]1[C:12]#[N:16]. The catalyst class is: 5. (4) Reactant: N[C:2]1[N:18]=[C:5]2[CH:6]=[CH:7][CH:8]=[C:9](CN3CCNC(=O)C3)[N:4]2N=1.FC(F)(F)C(O)=O.C(OC([N:33]([C:51](OC(C)(C)C)=O)[C:34]1[N:50]=[C:37]2[CH:38]=[CH:39][CH:40]=[C:41]([CH2:42][N:43]3[CH2:48][CH2:47][NH:46][C:45](=[O:49])[CH2:44]3)[N:36]2[N:35]=1)=O)(C)(C)C. Product: [NH:4]1[C:5]2=[N:18][CH:2]=[C:51]([NH:33][C:34]3[N:50]=[C:37]4[CH:38]=[CH:39][CH:40]=[C:41]([CH2:42][N:43]5[CH2:48][CH2:47][NH:46][C:45](=[O:49])[CH2:44]5)[N:36]4[N:35]=3)[CH:6]=[C:7]2[CH:8]=[CH:9]1. The catalyst class is: 4. (5) Reactant: Cl[C:2]1[CH:11]=[C:10]([C:12]#[N:13])[C:5]([C:6]([O:8][CH3:9])=[O:7])=[C:4]([NH:14][C:15]2[CH:20]=[CH:19][CH:18]=[C:17]([S:21]([CH3:24])(=[O:23])=[O:22])[CH:16]=2)[N:3]=1.[NH2:25][C@@H:26]1[CH2:31][CH2:30][CH2:29][CH2:28][C@@H:27]1[NH:32][C:33](=[O:39])[O:34][C:35]([CH3:38])([CH3:37])[CH3:36].CCN(CC)CC.C([O-])(O)=O.[Na+]. Product: [C:35]([O:34][C:33]([NH:32][C@H:27]1[CH2:28][CH2:29][CH2:30][CH2:31][C@H:26]1[NH:25][C:2]1[CH:11]=[C:10]([C:12]#[N:13])[C:5]([C:6]([O:8][CH3:9])=[O:7])=[C:4]([NH:14][C:15]2[CH:20]=[CH:19][CH:18]=[C:17]([S:21]([CH3:24])(=[O:23])=[O:22])[CH:16]=2)[N:3]=1)=[O:39])([CH3:38])([CH3:36])[CH3:37]. The catalyst class is: 118. (6) Reactant: [F:1][CH:2]([F:8])[C:3](OCC)=[O:4].BrCBr.[Li]CCCC.[BH4-].[Na+].[N-]=[N+]=[N-].[Na+].[C:36]1(P([C:36]2[CH:41]=[CH:40][CH:39]=[CH:38][CH:37]=2)[C:36]2[CH:41]=[CH:40][CH:39]=[CH:38][CH:37]=2)[CH:41]=[CH:40][CH:39]=[CH:38][CH:37]=1.[C:42](=O)([O-])[O-:43].[K+].[K+].C(OC(O[N:59]1[C:63](=O)CC[C:60]1=[O:65])=O)C1C=CC=CC=1. Product: [F:8][CH:2]([F:1])[CH:3]([OH:4])[CH2:63][NH:59][C:60](=[O:65])[O:43][CH2:42][C:36]1[CH:37]=[CH:38][CH:39]=[CH:40][CH:41]=1. The catalyst class is: 20. (7) Reactant: [Si:1]([O:8][C:9]1[CH:10]=[CH:11][CH:12]=[C:13]2[C:17]=1[CH:16](O)[CH2:15][CH2:14]2)([C:4]([CH3:7])([CH3:6])[CH3:5])([CH3:3])[CH3:2].S(Cl)([Cl:21])=O.[OH-].[K+]. Product: [C:4]([Si:1]([O:8][C:9]1[CH:10]=[CH:11][CH:12]=[C:13]2[C:17]=1[CH:16]([Cl:21])[CH2:15][CH2:14]2)([CH3:3])[CH3:2])([CH3:7])([CH3:6])[CH3:5]. The catalyst class is: 11.